From a dataset of Peptide-MHC class II binding affinity with 134,281 pairs from IEDB. Regression. Given a peptide amino acid sequence and an MHC pseudo amino acid sequence, predict their binding affinity value. This is MHC class II binding data. (1) The peptide sequence is GVLVATNFFGINTIP. The MHC is DRB1_0802 with pseudo-sequence DRB1_0802. The binding affinity (normalized) is 0.115. (2) The peptide sequence is GKANRGKMDVSGVQA. The MHC is HLA-DQA10501-DQB10301 with pseudo-sequence HLA-DQA10501-DQB10301. The binding affinity (normalized) is 0.0876. (3) The peptide sequence is GDLYIFESRAICKYA. The MHC is HLA-DQA10501-DQB10301 with pseudo-sequence HLA-DQA10501-DQB10301. The binding affinity (normalized) is 0.285. (4) The peptide sequence is EKVYLAWVPAHKGIG. The MHC is H-2-IAb with pseudo-sequence H-2-IAb. The binding affinity (normalized) is 0.573. (5) The peptide sequence is YGRILHYLKAKEYSH. The MHC is DRB1_1302 with pseudo-sequence DRB1_1302. The binding affinity (normalized) is 0.267. (6) The peptide sequence is ILQLLKDFLELLRYL. The MHC is HLA-DPA10201-DPB10501 with pseudo-sequence HLA-DPA10201-DPB10501. The binding affinity (normalized) is 0.180. (7) The peptide sequence is GELQIVDKIDATFKI. The MHC is DRB1_0401 with pseudo-sequence DRB1_0401. The binding affinity (normalized) is 0.515. (8) The peptide sequence is VDLLVNLLPAILSPGA. The MHC is DRB1_0301 with pseudo-sequence DRB1_0301. The binding affinity (normalized) is 0. (9) The peptide sequence is SEQGEFKLLSEEKVP. The MHC is DRB1_1101 with pseudo-sequence DRB1_1101. The binding affinity (normalized) is 0.499.